From a dataset of Catalyst prediction with 721,799 reactions and 888 catalyst types from USPTO. Predict which catalyst facilitates the given reaction. (1) Reactant: [Cl:1][C:2]1[N:7]=[CH:6][C:5]([B:8]([OH:10])[OH:9])=[CH:4][N:3]=1.[C@@H:11]12[CH2:20][CH2:19][C@@H:15]([NH:16][C:17]1=[O:18])[CH2:14][NH:13][CH2:12]2.[CH2:21]([N:23]([CH2:26][CH3:27])[CH2:24][CH3:25])[CH3:22]. Product: [Cl-:1].[CH2:21]([NH+:23]([CH2:26][CH3:27])[CH2:24][CH3:25])[CH3:22].[O:18]=[C:17]1[CH:11]2[CH2:20][CH2:19][CH:15]([CH2:14][N:13]([C:2]3[N:7]=[CH:6][C:5]([B:8]([OH:10])[OH:9])=[CH:4][N:3]=3)[CH2:12]2)[NH:16]1. The catalyst class is: 8. (2) Reactant: Br[C:2]1[CH:7]=[CH:6][C:5]([C@@H:8]2[CH2:10][C@H:9]2[N:11]([CH2:19][CH:20]2[CH2:22][CH2:21]2)[C:12](=[O:18])[O:13][C:14]([CH3:17])([CH3:16])[CH3:15])=[CH:4][CH:3]=1.C(N(CC)CC)C. Product: [C:14]([O:13][C:12]([N:11]([CH2:19][CH:20]1[CH2:22][CH2:21]1)[C@@H:9]1[CH2:10][C@H:8]1[C:5]1[CH:6]=[CH:7][C:2]([C:12]([O:13][CH3:14])=[O:18])=[CH:3][CH:4]=1)=[O:18])([CH3:17])([CH3:16])[CH3:15]. The catalyst class is: 5. (3) Reactant: [CH3:1][C:2]([C:4]1[CH:5]=[CH:6][CH:7]=[C:8]([OH:10])[CH:9]=1)=[O:3].Br[CH2:12][CH2:13][CH2:14][CH2:15][CH2:16][CH3:17].C(=O)([O-])[O-].[K+].[K+]. Product: [CH2:12]([O:10][C:8]1[CH:9]=[C:4]([C:2](=[O:3])[CH3:1])[CH:5]=[CH:6][CH:7]=1)[CH2:13][CH2:14][CH2:15][CH2:16][CH3:17]. The catalyst class is: 10. (4) Reactant: [O:1]1[CH2:6][CH2:5][CH:4]([NH2:7])[CH2:3][CH2:2]1.[Cl:8][C:9]1[CH:10]=[C:11]([C:16]2[N:21]=[C:20]([CH3:22])[N:19]=[C:18]([N:23]([CH2:33][C:34]3[CH:39]=[CH:38][C:37]([O:40][CH3:41])=[CH:36][CH:35]=3)[CH2:24][C:25]3[CH:30]=[CH:29][C:28]([O:31][CH3:32])=[CH:27][CH:26]=3)[N:17]=2)[C:12](F)=[N:13][CH:14]=1.C(=O)([O-])[O-].[Cs+].[Cs+]. Product: [Cl:8][C:9]1[CH:10]=[C:11]([C:16]2[N:21]=[C:20]([CH3:22])[N:19]=[C:18]([N:23]([CH2:24][C:25]3[CH:26]=[CH:27][C:28]([O:31][CH3:32])=[CH:29][CH:30]=3)[CH2:33][C:34]3[CH:35]=[CH:36][C:37]([O:40][CH3:41])=[CH:38][CH:39]=3)[N:17]=2)[C:12]([NH:7][CH:4]2[CH2:5][CH2:6][O:1][CH2:2][CH2:3]2)=[N:13][CH:14]=1. The catalyst class is: 1. (5) Product: [CH2:1]([O:3][C:4]([N:6]1[CH2:11][CH2:10][CH:9]([C:12]2[C:20]3[C:15](=[N:16][CH:17]=[CH:18][CH:19]=3)[N:14]([CH2:22][C:23]3[CH:27]=[CH:26][O:25][CH:24]=3)[CH:13]=2)[CH2:8][CH2:7]1)=[O:5])[CH3:2]. The catalyst class is: 27. Reactant: [CH2:1]([O:3][C:4]([N:6]1[CH2:11][CH2:10][CH:9]([C:12]2[C:20]3[C:15](=[N:16][CH:17]=[CH:18][CH:19]=3)[NH:14][CH:13]=2)[CH2:8][CH2:7]1)=[O:5])[CH3:2].Br[CH2:22][C:23]1[CH:27]=[CH:26][O:25][CH:24]=1.